This data is from Full USPTO retrosynthesis dataset with 1.9M reactions from patents (1976-2016). The task is: Predict the reactants needed to synthesize the given product. Given the product [N:28]([CH2:8][CH:7]([C:10]1[CH:15]=[CH:14][CH:13]=[CH:12][CH:11]=1)[CH:1]1[CH2:6][CH2:5][CH2:4][CH2:3][CH2:2]1)=[N+:29]=[N-:30], predict the reactants needed to synthesize it. The reactants are: [CH:1]1([CH:7]([C:10]2[CH:15]=[CH:14][CH:13]=[CH:12][CH:11]=2)[CH2:8]O)[CH2:6][CH2:5][CH2:4][CH2:3][CH2:2]1.C(N(CC)CC)C.CS(Cl)(=O)=O.[N-:28]=[N+:29]=[N-:30].[Na+].